Dataset: Catalyst prediction with 721,799 reactions and 888 catalyst types from USPTO. Task: Predict which catalyst facilitates the given reaction. Reactant: [C:1]([O:4][C:5]1[CH:10]=[C:9]([C:11]2[CH:16]=[CH:15][CH:14]=[CH:13][CH:12]=2)[C:8]([OH:17])=[C:7]([C:18]2[CH:23]=[CH:22][CH:21]=[CH:20][CH:19]=2)[CH:6]=1)(=[O:3])[CH3:2].Br[CH2:25][C:26]([O:28][CH2:29][CH3:30])=[O:27].C(=O)([O-])[O-].[K+].[K+]. Product: [C:1]([O:4][C:5]1[CH:6]=[C:7]([C:18]2[CH:23]=[CH:22][CH:21]=[CH:20][CH:19]=2)[C:8]([O:17][CH2:25][C:26]([O:28][CH2:29][CH3:30])=[O:27])=[C:9]([C:11]2[CH:16]=[CH:15][CH:14]=[CH:13][CH:12]=2)[CH:10]=1)(=[O:3])[CH3:2]. The catalyst class is: 131.